Dataset: Catalyst prediction with 721,799 reactions and 888 catalyst types from USPTO. Task: Predict which catalyst facilitates the given reaction. (1) Reactant: C[O:2][C:3](=[O:18])[CH:4]([N:11]1[C:16](=[O:17])[CH:15]=[CH:14][CH:13]=[N:12]1)[CH2:5][CH:6]1[CH2:10][CH2:9][CH2:8][CH2:7]1.[OH-].[Na+]. Product: [CH:6]1([CH2:5][CH:4]([N:11]2[C:16](=[O:17])[CH:15]=[CH:14][CH:13]=[N:12]2)[C:3]([OH:18])=[O:2])[CH2:10][CH2:9][CH2:8][CH2:7]1. The catalyst class is: 5. (2) The catalyst class is: 2. Reactant: [CH:1]1([N:5]2[CH2:10][CH2:9][CH:8]([O:11][CH:12]3[CH2:17][CH2:16][N:15]([C:18]4[CH:19]=[CH:20][C:21]([C:24]([NH:26][CH2:27][CH3:28])=[O:25])=[N:22][CH:23]=4)[CH2:14][CH2:13]3)[CH2:7][CH2:6]2)[CH2:4][CH2:3][CH2:2]1.[CH2:29](N)CC. Product: [CH:1]1([N:5]2[CH2:10][CH2:9][CH:8]([O:11][CH:12]3[CH2:17][CH2:16][N:15]([C:18]4[CH:19]=[CH:20][C:21]([C:24]([NH:26][CH2:27][CH2:28][CH3:29])=[O:25])=[N:22][CH:23]=4)[CH2:14][CH2:13]3)[CH2:7][CH2:6]2)[CH2:2][CH2:3][CH2:4]1.